This data is from Catalyst prediction with 721,799 reactions and 888 catalyst types from USPTO. The task is: Predict which catalyst facilitates the given reaction. (1) Reactant: [CH3:1][O:2][CH2:3][CH2:4][O:5][C:6]1[CH:7]=[C:8]2[C:12](=[C:13]([N:15]([CH3:25])[S:16]([C:19]3[CH:24]=[CH:23][CH:22]=[CH:21][N:20]=3)(=[O:18])=[O:17])[CH:14]=1)[NH:11][C:10]([C:26]1[S:27][CH2:28][C@H:29]([C:31](OC)=[O:32])[N:30]=1)=[CH:9]2.C1(P(=O)(C2C=CC=CC=2)C2C=CC=CC=2)C=CC=CC=1.[BH4-].[Na+].CO. Product: [OH:32][CH2:31][C@H:29]1[CH2:28][S:27][C:26]([C:10]2[NH:11][C:12]3[C:8]([CH:9]=2)=[CH:7][C:6]([O:5][CH2:4][CH2:3][O:2][CH3:1])=[CH:14][C:13]=3[N:15]([CH3:25])[S:16]([C:19]2[CH:24]=[CH:23][CH:22]=[CH:21][N:20]=2)(=[O:17])=[O:18])=[N:30]1. The catalyst class is: 30. (2) Reactant: [F:1][C:2]([CH:14]1[CH2:19][CH2:18][N:17](C(OC(C)(C)C)=O)[CH2:16][CH2:15]1)([S:4]([C:7]1[CH:12]=[CH:11][CH:10]=[C:9]([F:13])[CH:8]=1)(=[O:6])=[O:5])[CH3:3].C(O)(C(F)(F)F)=O.C(=O)([O-])[O-]. Product: [F:1][C:2]([CH:14]1[CH2:19][CH2:18][NH:17][CH2:16][CH2:15]1)([S:4]([C:7]1[CH:12]=[CH:11][CH:10]=[C:9]([F:13])[CH:8]=1)(=[O:6])=[O:5])[CH3:3]. The catalyst class is: 2. (3) Reactant: NCCC[CH:5]([NH2:9])[CH2:6][CH2:7][NH2:8].[CH:10](=O)[CH3:11]. Product: [NH2:8][CH2:7][CH2:6][CH2:5][N:9]1[CH2:5][CH2:6][CH2:7][NH:8][CH:10]1[CH3:11]. The catalyst class is: 22. (4) Reactant: C([O:4][C:5]1[CH:10]=[CH:9][C:8]([CH2:11][S:12]([CH2:14][CH2:15][N:16]2[CH:20]=[CH:19][N:18]=[N:17]2)=[O:13])=[CH:7][CH:6]=1)C=C.CN1C(=O)CC(=O)N(C)C1=O. Product: [N:16]1([CH2:15][CH2:14][S:12]([CH2:11][C:8]2[CH:7]=[CH:6][C:5]([OH:4])=[CH:10][CH:9]=2)=[O:13])[CH:20]=[CH:19][N:18]=[N:17]1. The catalyst class is: 668. (5) Reactant: Cl[C:2]1[C:11]2=[N:12][N:13](CC3C=CC(OC)=CC=3)[CH:14]=[C:10]2[C:9]2[CH:8]=[C:7]([O:24][CH3:25])[CH:6]=[CH:5][C:4]=2[N:3]=1.[NH2:26][C:27]1[CH:28]=[C:29]([C:33](=[O:35])[CH3:34])[CH:30]=[CH:31][CH:32]=1.Cl. Product: [CH3:25][O:24][C:7]1[CH:6]=[CH:5][C:4]2[N:3]=[C:2]([NH:26][C:27]3[CH:28]=[C:29]([C:33](=[O:35])[CH3:34])[CH:30]=[CH:31][CH:32]=3)[C:11]3=[N:12][NH:13][CH:14]=[C:10]3[C:9]=2[CH:8]=1. The catalyst class is: 71. (6) Reactant: [CH3:1][C:2]1[CH:7]=[CH:6][C:5]([N:8]2[CH2:13][CH2:12][N:11]([C:14]([O:16][CH2:17][C@@H:18]3[CH2:23][CH2:22][CH2:21][N:20]([CH3:24])[CH2:19]3)=[O:15])[CH2:10][CH2:9]2)=[CH:4][CH:3]=1.CN1CCOCC1.ClC(OC1C=CC=CC=1[N+]([O-])=O)=O.Cl.Cl.CC1C=CC(N2CCNCC2)=CC=1.CCN(C(C)C)C(C)C. Product: [CH3:1][C:2]1[CH:7]=[CH:6][C:5]([N:8]2[CH2:13][CH2:12][N:11]([C:14]([O:16][CH2:17][C@H:18]3[CH2:23][CH2:22][CH2:21][N:20]([CH3:24])[CH2:19]3)=[O:15])[CH2:10][CH2:9]2)=[CH:4][CH:3]=1. The catalyst class is: 59. (7) Reactant: Br[C:2]1[C:3]([F:23])=[C:4]([N:8]2[CH:13]=[C:12]([O:14][CH3:15])[C:11](=[O:16])[C:10]([C:17]([N:19]([O:21][CH3:22])[CH3:20])=[O:18])=[N:9]2)[CH:5]=[CH:6][CH:7]=1.[CH3:24][N:25]1[CH:29]=[C:28](B2OC(C)(C)C(C)(C)O2)[CH:27]=[N:26]1.C([O-])([O-])=O.[Na+].[Na+]. Product: [F:23][C:3]1[C:2]([C:28]2[CH:27]=[N:26][N:25]([CH3:24])[CH:29]=2)=[CH:7][CH:6]=[CH:5][C:4]=1[N:8]1[CH:13]=[C:12]([O:14][CH3:15])[C:11](=[O:16])[C:10]([C:17]([N:19]([O:21][CH3:22])[CH3:20])=[O:18])=[N:9]1. The catalyst class is: 108.